Dataset: Full USPTO retrosynthesis dataset with 1.9M reactions from patents (1976-2016). Task: Predict the reactants needed to synthesize the given product. Given the product [CH3:1][N:2]([CH3:21])[CH:3]1[CH2:8][CH2:7][CH:6]([C:9]2[C:17]3[C:12](=[CH:13][CH:14]=[C:15]([NH:18][C:25]([C:27]4[S:28][CH:29]=[CH:30][CH:31]=4)=[NH:26])[CH:16]=3)[NH:11][CH:10]=2)[CH2:5][CH2:4]1, predict the reactants needed to synthesize it. The reactants are: [CH3:1][N:2]([CH3:21])[CH:3]1[CH2:8][CH2:7][C:6]([C:9]2[C:17]3[C:12](=[CH:13][CH:14]=[C:15]([N+:18]([O-])=O)[CH:16]=3)[NH:11][CH:10]=2)=[CH:5][CH2:4]1.I.CS[C:25]([C:27]1[S:28][CH:29]=[CH:30][CH:31]=1)=[NH:26].